Dataset: Full USPTO retrosynthesis dataset with 1.9M reactions from patents (1976-2016). Task: Predict the reactants needed to synthesize the given product. (1) The reactants are: C[O:2][C:3](=[O:16])[CH2:4][C:5]1[C:13]2[C:8](=[N:9][C:10]([Cl:14])=[CH:11][CH:12]=2)[NH:7][C:6]=1[CH3:15].[H-].[Na+].Br[CH2:20][C:21]1[CH:26]=[CH:25][C:24]([S:27]([CH3:30])(=[O:29])=[O:28])=[CH:23][C:22]=1[C:31]([F:34])([F:33])[F:32].[I-].[Na+]. Given the product [Cl:14][C:10]1[N:9]=[C:8]2[N:7]([CH2:20][C:21]3[CH:26]=[CH:25][C:24]([S:27]([CH3:30])(=[O:29])=[O:28])=[CH:23][C:22]=3[C:31]([F:33])([F:32])[F:34])[C:6]([CH3:15])=[C:5]([CH2:4][C:3]([OH:2])=[O:16])[C:13]2=[CH:12][CH:11]=1, predict the reactants needed to synthesize it. (2) Given the product [CH3:21][CH:4]([NH2:1])[CH2:5][C:6]1[CH:11]=[N:10][C:9]([N:12]2[CH:16]=[CH:15][C:14]([C:17]([F:20])([F:19])[F:18])=[N:13]2)=[CH:8][CH:7]=1, predict the reactants needed to synthesize it. The reactants are: [N+:1]([C:4]([CH3:21])=[CH:5][C:6]1[CH:7]=[CH:8][C:9]([N:12]2[CH:16]=[CH:15][C:14]([C:17]([F:20])([F:19])[F:18])=[N:13]2)=[N:10][CH:11]=1)([O-])=O.[H-].[Al+3].[Li+].[H-].[H-].[H-].O.[OH-].[Na+]. (3) Given the product [Cl:28][C:27]1[C:22]2[N:21]=[C:20]3[N:14]([C:10]4[C:11]([CH3:13])=[CH:12][C:7]([C:36]#[N:37])=[N:8][CH:9]=4)[CH2:15][CH2:16][CH2:17][CH2:18][N:19]3[C:23]=2[C:24]([CH:29]([CH2:32][CH3:33])[CH2:30][CH3:31])=[CH:25][CH:26]=1, predict the reactants needed to synthesize it. The reactants are: FC(F)(F)S(O[C:7]1[CH:12]=[C:11]([CH3:13])[C:10]([N:14]2[C:20]3=[N:21][C:22]4[C:27]([Cl:28])=[CH:26][CH:25]=[C:24]([CH:29]([CH2:32][CH3:33])[CH2:30][CH3:31])[C:23]=4[N:19]3[CH2:18][CH2:17][CH2:16][CH2:15]2)=[CH:9][N:8]=1)(=O)=O.[CH3:36][N:37](C)C=O. (4) Given the product [CH3:1][O:2][C:3]1[CH:12]=[CH:11][C:6]([C:7]([OH:9])=[O:8])=[CH:5][C:4]=1[C:13]#[C:14][C:15]1[CH:20]=[CH:19][CH:18]=[CH:17][N:16]=1, predict the reactants needed to synthesize it. The reactants are: [CH3:1][O:2][C:3]1[CH:12]=[CH:11][C:6]([C:7]([O:9]C)=[O:8])=[CH:5][C:4]=1[C:13]#[C:14][C:15]1[CH:20]=[CH:19][CH:18]=[CH:17][N:16]=1.O.O.[OH-].[Li+].